Dataset: CYP3A4 inhibition data for predicting drug metabolism from PubChem BioAssay. Task: Regression/Classification. Given a drug SMILES string, predict its absorption, distribution, metabolism, or excretion properties. Task type varies by dataset: regression for continuous measurements (e.g., permeability, clearance, half-life) or binary classification for categorical outcomes (e.g., BBB penetration, CYP inhibition). Dataset: cyp3a4_veith. (1) The compound is Cc1nc2cnc(N3CCOCC3)nc2n(C)c1=O. The result is 0 (non-inhibitor). (2) The compound is O=c1c(-c2cc(F)cc(F)c2)nc2cnc(N3CCOCC3)nc2n1-c1ccccc1. The result is 0 (non-inhibitor). (3) The drug is CC(C)c1ccc(O)c(=O)cc1.CC(C)c1ccc(O)c(O)c(=O)c1.CC(C)c1cccc(O)c(=O)c1.CC(C)c1ccccc(=O)c1O. The result is 0 (non-inhibitor). (4) The compound is COc1cccc(Cn2c(=O)c(-c3ccc(F)cc3)nc3cncnc32)c1. The result is 1 (inhibitor). (5) The molecule is Cc1cccn2c(=O)c3cc(C(=O)N4COCC4(C)C)n(C)c3nc12. The result is 0 (non-inhibitor).